The task is: Predict which catalyst facilitates the given reaction.. This data is from Catalyst prediction with 721,799 reactions and 888 catalyst types from USPTO. (1) Reactant: [Cl:1][C:2]1[CH:9]=[CH:8][C:5]([CH2:6][NH2:7])=[CH:4][CH:3]=1.[CH3:10][O:11][C:12]1[CH:17]=[CH:16][C:15]([CH2:18][CH2:19][C:20](O)=[O:21])=[CH:14][C:13]=1[O:23][CH2:24][C:25]#[CH:26].Cl.C(N=C=NCCCN(CC)CC)C.CN(C)C=O. Product: [Cl:1][C:2]1[CH:9]=[CH:8][C:5]([CH2:6][NH:7][C:20](=[O:21])[CH2:19][CH2:18][C:15]2[CH:16]=[CH:17][C:12]([O:11][CH3:10])=[C:13]([O:23][CH2:24][C:25]#[CH:26])[CH:14]=2)=[CH:4][CH:3]=1. The catalyst class is: 6. (2) Reactant: [CH:1](=[O:13])[C:2]1[CH:12]=[C:9]([O:10][CH3:11])[C:7]([OH:8])=[C:4]([O:5][CH3:6])[CH:3]=1.C([O-])([O-])=O.[K+].[K+].[CH2:20](Br)[C:21]1[CH:26]=[CH:25][CH:24]=[CH:23][CH:22]=1. Product: [CH2:20]([O:8][C:7]1[C:9]([O:10][CH3:11])=[CH:12][C:2]([CH:1]=[O:13])=[CH:3][C:4]=1[O:5][CH3:6])[C:21]1[CH:26]=[CH:25][CH:24]=[CH:23][CH:22]=1. The catalyst class is: 174. (3) Reactant: [N:1]1[C:8]([Cl:9])=[N:7][C:5]([Cl:6])=[N:4][C:2]=1Cl.[O:10]1[C:14]2[CH:15]=[CH:16][CH:17]=[CH:18][C:13]=2[N:12]=[C:11]1[C:19]1[CH:26]=[CH:25][C:22]([CH2:23][NH2:24])=[CH:21][CH:20]=1.C(N(C(C)C)CC)(C)C. Product: [O:10]1[C:14]2[CH:15]=[CH:16][CH:17]=[CH:18][C:13]=2[N:12]=[C:11]1[C:19]1[CH:26]=[CH:25][C:22]([CH2:23][NH:24][C:2]2[N:1]=[C:8]([Cl:9])[N:7]=[C:5]([Cl:6])[N:4]=2)=[CH:21][CH:20]=1. The catalyst class is: 1. (4) Reactant: [Cl:1][C:2]1[CH:30]=[C:29]([Cl:31])[C:28]([O:32][CH3:33])=[CH:27][C:3]=1[NH:4][C:5]1[C:14]2[C:9](=[CH:10][C:11]3[CH:18]=[C:17]([O:19][CH2:20][CH2:21]Cl)[C:16]([O:23][CH3:24])=[CH:15][C:12]=3[CH:13]=2)[N:8]=[CH:7][C:6]=1[C:25]#[N:26].[Cl:34][C:35]1[CH:63]=[C:62]([Cl:64])[C:61]([O:65][CH3:66])=[CH:60][C:36]=1[NH:37][C:38]1[C:47]2[C:42](=[CH:43][C:44]3[CH:51]=[C:50]([O:52][CH3:53])[C:49]([O:54][CH2:55][CH2:56]Cl)=[CH:48][C:45]=3[CH:46]=2)[N:41]=[CH:40][C:39]=1[C:58]#[N:59].[NH:67]1[CH2:72][CH2:71][O:70][CH2:69][CH2:68]1.[I-].[Na+]. Product: [Cl:34][C:35]1[CH:63]=[C:62]([Cl:64])[C:61]([O:65][CH3:66])=[CH:60][C:36]=1[NH:37][C:38]1[C:47]2[C:42](=[CH:43][C:44]3[CH:51]=[C:50]([O:52][CH3:53])[C:49]([O:54][CH2:55][CH2:56][N:67]4[CH2:72][CH2:71][O:70][CH2:69][CH2:68]4)=[CH:48][C:45]=3[CH:46]=2)[N:41]=[CH:40][C:39]=1[C:58]#[N:59].[Cl:1][C:2]1[CH:30]=[C:29]([Cl:31])[C:28]([O:32][CH3:33])=[CH:27][C:3]=1[NH:4][C:5]1[C:14]2[C:9](=[CH:10][C:11]3[CH:18]=[C:17]([O:19][CH2:20][CH2:21][N:67]4[CH2:72][CH2:71][O:70][CH2:69][CH2:68]4)[C:16]([O:23][CH3:24])=[CH:15][C:12]=3[CH:13]=2)[N:8]=[CH:7][C:6]=1[C:25]#[N:26]. The catalyst class is: 57. (5) Product: [N:6]([C:7]1[CH:8]=[C:9]([S:18]([NH2:21])(=[O:20])=[O:19])[CH:10]=[CH:11][C:12]=1[O:13][C:14]([F:15])([F:17])[F:16])=[C:22]=[S:23]. The catalyst class is: 408. Reactant: C(=O)(O)[O-].[Na+].[NH2:6][C:7]1[CH:8]=[C:9]([S:18]([NH2:21])(=[O:20])=[O:19])[CH:10]=[CH:11][C:12]=1[O:13][C:14]([F:17])([F:16])[F:15].[C:22](Cl)(Cl)=[S:23]. (6) Reactant: [CH2:1]([C:4]1[CH:11]=[CH:10][C:7]([CH:8]=O)=[CH:6][N:5]=1)[CH2:2][CH3:3].[C:12](Br)(Br)([Br:14])[Br:13].C1(P(C2C=CC=CC=2)C2C=CC=CC=2)C=CC=CC=1. Product: [Br:13][C:12]([Br:14])=[CH:8][C:7]1[CH:10]=[CH:11][C:4]([CH2:1][CH2:2][CH3:3])=[N:5][CH:6]=1. The catalyst class is: 2.